From a dataset of Reaction yield outcomes from USPTO patents with 853,638 reactions. Predict the reaction yield, written as a fraction of the theoretical maximum amount of product (1.0 means a 100% yield; for example, 0.34 means a 34% yield). (1) The reactants are [Cl:1][C:2]1[CH:9]=[C:8]([N:10]2[C:14](=[O:15])[CH:13]=[C:12]([OH:16])[CH:11]2[CH2:17][C:18]2[CH:23]=[CH:22][C:21]([F:24])=[CH:20][CH:19]=2)[CH:7]=[CH:6][C:3]=1[C:4]#[N:5].C(O)(=O)C.[BH4-].[Na+].O. The catalyst is C(#N)C.[Cl-].[Na+].O. The product is [Cl:1][C:2]1[CH:9]=[C:8]([N:10]2[C:14](=[O:15])[CH2:13][C@H:12]([OH:16])[C@@H:11]2[CH2:17][C:18]2[CH:19]=[CH:20][C:21]([F:24])=[CH:22][CH:23]=2)[CH:7]=[CH:6][C:3]=1[C:4]#[N:5]. The yield is 0.710. (2) The reactants are [Cl-].O[NH3+:3].[C:4](=[O:7])([O-])[OH:5].[Na+].CS(C)=O.[CH:13]([O:16][C:17]1[CH:22]=[CH:21][C:20]([N:23]2[C:28](=[O:29])[C:27]([CH2:30][C:31]3[CH:36]=[CH:35][C:34]([C:37]4[C:38]([C:43]#[N:44])=[CH:39][CH:40]=[CH:41][CH:42]=4)=[CH:33][CH:32]=3)=[C:26]([CH2:45][CH2:46][CH3:47])[N:25]=[C:24]2[CH3:48])=[CH:19][CH:18]=1)([CH3:15])[CH3:14]. The catalyst is O.C(OCC)(=O)C. The product is [CH:13]([O:16][C:17]1[CH:18]=[CH:19][C:20]([N:23]2[C:28](=[O:29])[C:27]([CH2:30][C:31]3[CH:36]=[CH:35][C:34]([C:37]4[CH:42]=[CH:41][CH:40]=[CH:39][C:38]=4[C:43]4[NH:3][C:4](=[O:7])[O:5][N:44]=4)=[CH:33][CH:32]=3)=[C:26]([CH2:45][CH2:46][CH3:47])[N:25]=[C:24]2[CH3:48])=[CH:21][CH:22]=1)([CH3:15])[CH3:14]. The yield is 0.730. (3) The reactants are C([O-])(O)=O.[Na+].[CH2:6]([NH:13][CH2:14][C:15]1([C:18]2[CH:23]=[CH:22][C:21]([CH2:24][OH:25])=[CH:20][CH:19]=2)[CH2:17][CH2:16]1)[CH2:7][CH2:8][CH2:9][CH2:10][CH2:11][CH3:12].[C:26](O[C:26]([O:28][C:29]([CH3:32])([CH3:31])[CH3:30])=[O:27])([O:28][C:29]([CH3:32])([CH3:31])[CH3:30])=[O:27].[OH-].[Na+]. The catalyst is O1CCCC1. The yield is 0.680. The product is [C:29]([O:28][C:26](=[O:27])[N:13]([CH2:6][CH2:7][CH2:8][CH2:9][CH2:10][CH2:11][CH3:12])[CH2:14][C:15]1([C:18]2[CH:23]=[CH:22][C:21]([CH2:24][OH:25])=[CH:20][CH:19]=2)[CH2:16][CH2:17]1)([CH3:32])([CH3:31])[CH3:30]. (4) The reactants are [N:1]1([C:7]([C:9]2[CH:14]=[CH:13][CH:12]=[CH:11][CH:10]=2)=[O:8])[CH2:6][CH2:5][CH:4]=[CH:3][CH2:2]1.ClC1C=C(C=CC=1)C(OO)=[O:20].CCCCCC.C(OCC)(=O)C.C([O-])([O-])=O.[Na+].[Na+]. The catalyst is C(Cl)Cl. The product is [CH:3]12[O:20][CH:4]1[CH2:5][CH2:6][N:1]([C:7]([C:9]1[CH:14]=[CH:13][CH:12]=[CH:11][CH:10]=1)=[O:8])[CH2:2]2. The yield is 0.620. (5) The reactants are [CH3:1][S:2]([NH:5][C:6]1[CH:15]=[C:14]2[C:9]([CH:10]=[C:11]([C:16]([OH:18])=O)[N:12]=[CH:13]2)=[CH:8][CH:7]=1)(=[O:4])=[O:3].CN(C(ON1N=NC2C=CC=CC1=2)=[N+](C)C)C.F[P-](F)(F)(F)(F)F.CCN(C(C)C)C(C)C.[NH:52]1[CH:56]=[CH:55][N:54]=[C:53]1[NH:57][C:58]([C:60]1[C:68]2[NH:67][C:66]([NH2:69])=[N:65][C:64]=2[CH:63]=[CH:62][CH:61]=1)=[O:59]. The catalyst is CN(C=O)C. The product is [NH:54]1[CH:55]=[CH:56][N:52]=[C:53]1[NH:57][C:58]([C:60]1[C:68]2[NH:67][C:66]([NH:69][C:16]([C:11]3[N:12]=[CH:13][C:14]4[C:9]([CH:10]=3)=[CH:8][CH:7]=[C:6]([NH:5][S:2]([CH3:1])(=[O:3])=[O:4])[CH:15]=4)=[O:18])=[N:65][C:64]=2[CH:63]=[CH:62][CH:61]=1)=[O:59]. The yield is 0.0900. (6) The reactants are [CH:1]1([C:4]2[CH:5]=[C:6]3[C:30]([C:31](=[O:34])[NH:32][CH3:33])=[C:29]([C:35]4[CH:40]=[CH:39][C:38]([CH3:41])=[CH:37][CH:36]=4)[O:28][C:7]3=[N:8][C:9]=2[N:10]([CH2:15][CH2:16][CH2:17][C:18]([CH3:27])([CH3:26])[C:19]([O:21]CC(C)C)=[O:20])[S:11]([CH3:14])(=[O:13])=[O:12])[CH2:3][CH2:2]1.[OH-].[Na+]. The catalyst is CO. The product is [CH:1]1([C:4]2[CH:5]=[C:6]3[C:30]([C:31](=[O:34])[NH:32][CH3:33])=[C:29]([C:35]4[CH:40]=[CH:39][C:38]([CH3:41])=[CH:37][CH:36]=4)[O:28][C:7]3=[N:8][C:9]=2[N:10]([S:11]([CH3:14])(=[O:13])=[O:12])[CH2:15][CH2:16][CH2:17][C:18]([CH3:27])([CH3:26])[C:19]([OH:21])=[O:20])[CH2:3][CH2:2]1. The yield is 0.640. (7) The reactants are C(Cl)(Cl)Cl.[Cl:5][C:6]1[CH:7]=[C:8]([C:13]2(Cl)[CH:17]([OH:18])[C:16]([C:19]([CH3:21])=[O:20])=[C:15](Cl)[S:14]2)[CH:9]=[CH:10][C:11]=1[Cl:12].S(Cl)(Cl)(=O)=O.O. The catalyst is CC(O)C. The product is [Cl:5][C:6]1[CH:7]=[C:8]([C:13]2[S:14][CH:15]=[C:16]([C:19]([CH3:21])=[O:20])[C:17]=2[OH:18])[CH:9]=[CH:10][C:11]=1[Cl:12]. The yield is 0.510. (8) The reactants are [NH2:1][CH:2]1[CH2:7][CH2:6][O:5][CH2:4][CH2:3]1.CC(C)([O-])C.[Na+].Br[C:15]1[CH:22]=[C:21]([N:23]2[C:31]3[CH2:30][C:29]([CH3:33])([CH3:32])[CH2:28][C:27](=[O:34])[C:26]=3[C:25]([CH:35]([F:37])[F:36])=[N:24]2)[CH:20]=[CH:19][C:16]=1[C:17]#[N:18]. The catalyst is C1(C)C=CC=CC=1.O.C(OCC)(=O)C.C([O-])(=O)C.[Pd+2].C([O-])(=O)C.C1(P(C2C=CC=CC=2)[C-]2C=CC=C2)C=CC=CC=1.[C-]1(P(C2C=CC=CC=2)C2C=CC=CC=2)C=CC=C1.[Fe+2]. The product is [CH3:32][C:29]1([CH3:33])[CH2:30][C:31]2[N:23]([C:21]3[CH:22]=[CH:15][C:16]([C:17]#[N:18])=[C:19]([NH:1][CH:2]4[CH2:7][CH2:6][O:5][CH2:4][CH2:3]4)[CH:20]=3)[N:24]=[C:25]([CH:35]([F:36])[F:37])[C:26]=2[C:27](=[O:34])[CH2:28]1. The yield is 0.650. (9) The reactants are C([O:8][C:9]1[CH:14]=[CH:13][C:12]([NH:15][C:16]2[N:21]=[C:20]([NH:22][CH:23]3[CH2:29][CH2:28][CH2:27][CH2:26][CH2:25][CH2:24]3)[N:19]=[C:18]([N:30]([CH3:37])[CH:31]3[CH2:36][CH2:35][NH:34][CH2:33][CH2:32]3)[N:17]=2)=[CH:11][C:10]=1Cl)C1C=CC=CC=1.C([O-])=O.[NH4+].C(Cl)Cl. The catalyst is O.CO.[Pd]. The product is [CH:23]1([NH:22][C:20]2[N:19]=[C:18]([N:30]([CH3:37])[CH:31]3[CH2:36][CH2:35][NH:34][CH2:33][CH2:32]3)[N:17]=[C:16]([NH:15][C:12]3[CH:11]=[CH:10][C:9]([OH:8])=[CH:14][CH:13]=3)[N:21]=2)[CH2:24][CH2:25][CH2:26][CH2:27][CH2:28][CH2:29]1. The yield is 0.440.